From a dataset of Catalyst prediction with 721,799 reactions and 888 catalyst types from USPTO. Predict which catalyst facilitates the given reaction. (1) Reactant: Cl[CH2:2][CH2:3][CH2:4][N:5]1[CH:13]=[N:12][C:11]2[C:6]1=[N:7][C:8]([NH2:15])=[N:9][C:10]=2[Cl:14].[N-:16]=[N+:17]=[N-:18].[Na+].O. Product: [N:16]([CH2:2][CH2:3][CH2:4][N:5]1[CH:13]=[N:12][C:11]2[C:6]1=[N:7][C:8]([NH2:15])=[N:9][C:10]=2[Cl:14])=[N+:17]=[N-:18]. The catalyst class is: 16. (2) Reactant: [Cl:1][C:2]1[N:3]=[CH:4][C:5]2[S:10][CH:9]=[C:8]([C:11](Cl)=[O:12])[C:6]=2[N:7]=1.[N:14]1([C:19]2[N:24]=[C:23]([NH2:25])[CH:22]=[CH:21][CH:20]=2)[CH:18]=[CH:17][NH:16][NH:15]1.N1C=CC=CC=1. Product: [N:14]1([C:19]2[N:24]=[C:23]([NH:25][C:11]([C:8]3[C:6]4[N:7]=[C:2]([Cl:1])[N:3]=[CH:4][C:5]=4[S:10][CH:9]=3)=[O:12])[CH:22]=[CH:21][CH:20]=2)[CH:18]=[CH:17][NH:16][NH:15]1. The catalyst class is: 91. (3) Reactant: [Br:1][C:2]1[CH:3]=[N:4][N:5]2[CH:10]=[CH:9][C:8]([N:11]3[CH2:16][CH2:15][NH:14][CH2:13][CH2:12]3)=[N:7][C:6]=12.C(=O)(O)[O-].[Na+].[N:22]#[C:23]Br. Product: [Br:1][C:2]1[CH:3]=[N:4][N:5]2[CH:10]=[CH:9][C:8]([N:11]3[CH2:16][CH2:15][N:14]([C:23]#[N:22])[CH2:13][CH2:12]3)=[N:7][C:6]=12. The catalyst class is: 34. (4) Product: [CH:37]([C:36]1[CH:35]=[CH:34][C:33]([O:32][CH2:31][CH2:30][O:29][SiH3:22])=[CH:40][CH:39]=1)=[CH2:2]. The catalyst class is: 1. Reactant: [I-].[CH3:2][P+](C1C=CC=CC=1)(C1C=CC=CC=1)C1C=CC=CC=1.[Si:22]([O:29][CH2:30][CH2:31][O:32][C:33]1[CH:40]=[CH:39][C:36]([CH:37]=O)=[CH:35][CH:34]=1)(C(C)(C)C)(C)C. (5) Reactant: [CH2:1]([C:8]1[C:9]2[CH2:30][S:29][CH2:28][CH2:27][C:10]=2[N:11]=[C:12]([NH:14][C:15]2[CH:20]=[CH:19][C:18]([N:21]3[CH:25]=[CH:24][N:23]=[C:22]3[CH3:26])=[CH:17][CH:16]=2)[N:13]=1)[C:2]1[CH:7]=[CH:6][CH:5]=[CH:4][CH:3]=1.C1C=C(Cl)C=C(C(OO)=[O:39])C=1. Product: [CH2:1]([C:8]1[C:9]2[CH2:30][S:29](=[O:39])[CH2:28][CH2:27][C:10]=2[N:11]=[C:12]([NH:14][C:15]2[CH:16]=[CH:17][C:18]([N:21]3[CH:25]=[CH:24][N:23]=[C:22]3[CH3:26])=[CH:19][CH:20]=2)[N:13]=1)[C:2]1[CH:3]=[CH:4][CH:5]=[CH:6][CH:7]=1. The catalyst class is: 2. (6) Reactant: [OH:1][CH2:2][C@H:3]([NH:10][C:11](=[O:18])[C:12]([CH3:17])([CH3:16])[CH2:13][CH:14]=[CH2:15])[C:4]1[CH:9]=[CH:8][CH:7]=[CH:6][CH:5]=1.[CH3:19][C@H:20]([CH2:24][CH:25]=[CH2:26])[C:21](O)=[O:22]. Product: [CH3:19][C@H:20]([CH2:24][CH:25]=[CH2:26])[C:21]([O:1][CH2:2][C@H:3]([NH:10][C:11](=[O:18])[C:12]([CH3:17])([CH3:16])[CH2:13][CH:14]=[CH2:15])[C:4]1[CH:9]=[CH:8][CH:7]=[CH:6][CH:5]=1)=[O:22]. The catalyst class is: 2. (7) Reactant: [Cl:1][C:2]1[C:3]([O:12][CH3:13])=[CH:4][C:5]([OH:11])=[C:6]([C:8](=[O:10])[CH3:9])[CH:7]=1.C([O-])([O-])=O.[Cs+].[Cs+].Br[CH2:21][C:22]([O:24][CH2:25][CH3:26])=[O:23]. Product: [CH2:25]([O:24][C:22](=[O:23])[CH2:21][O:11][C:5]1[CH:4]=[C:3]([O:12][CH3:13])[C:2]([Cl:1])=[CH:7][C:6]=1[C:8](=[O:10])[CH3:9])[CH3:26]. The catalyst class is: 10. (8) Reactant: [OH:1][CH2:2][CH2:3][N:4]1[C:9](=[O:10])[CH2:8][O:7][C:6]2[N:11]=[C:12]([C:21]3[CH:26]=[CH:25][C:24]([C:27]4([NH:31]C(=O)OC(C)(C)C)[CH2:30][CH2:29][CH2:28]4)=[CH:23][CH:22]=3)[C:13]([C:15]3[CH:20]=[CH:19][CH:18]=[CH:17][CH:16]=3)=[CH:14][C:5]1=2.Cl. Product: [NH2:31][C:27]1([C:24]2[CH:25]=[CH:26][C:21]([C:12]3[C:13]([C:15]4[CH:16]=[CH:17][CH:18]=[CH:19][CH:20]=4)=[CH:14][C:5]4[N:4]([CH2:3][CH2:2][OH:1])[C:9](=[O:10])[CH2:8][O:7][C:6]=4[N:11]=3)=[CH:22][CH:23]=2)[CH2:28][CH2:29][CH2:30]1. The catalyst class is: 4. (9) Reactant: [Br:1]N1C(=O)CCC1=O.[C:9]([O:12][C:13]1[CH:18]=[CH:17][C:16]([CH3:19])=[CH:15][C:14]=1[C@@H:20]1[O:37][C@H:36]([CH2:38][O:39][C:40](=[O:42])[CH3:41])[C@@H:31]([O:32][C:33](=[O:35])[CH3:34])[C@H:26]([O:27][C:28](=[O:30])[CH3:29])[C@H:21]1[O:22][C:23](=[O:25])[CH3:24])(=[O:11])[CH3:10].O. Product: [C:9]([O:12][C:13]1[CH:18]=[CH:17][C:16]([CH2:19][Br:1])=[CH:15][C:14]=1[C@@H:20]1[O:37][C@H:36]([CH2:38][O:39][C:40](=[O:42])[CH3:41])[C@@H:31]([O:32][C:33](=[O:35])[CH3:34])[C@H:26]([O:27][C:28](=[O:30])[CH3:29])[C@H:21]1[O:22][C:23](=[O:25])[CH3:24])(=[O:11])[CH3:10]. The catalyst class is: 53. (10) Reactant: [CH:1]1([CH:6]=[C:7]2[CH2:16][CH2:15][C:14]3[CH:13]=[C:12]([C:17]([O:19][CH3:20])=[O:18])[CH:11]=[CH:10][C:9]=3[C:8]2=O)[CH2:5][CH2:4][CH2:3][CH2:2]1.Cl.[Cl:23][C:24]1[CH:31]=[C:30]([NH:32][NH2:33])[CH:29]=[CH:28][C:25]=1[C:26]#[N:27]. Product: [Cl:23][C:24]1[CH:31]=[C:30]([N:32]2[CH:6]([CH:1]3[CH2:5][CH2:4][CH2:3][CH2:2]3)[CH:7]3[C:8]([C:9]4[CH:10]=[CH:11][C:12]([C:17]([O:19][CH3:20])=[O:18])=[CH:13][C:14]=4[CH2:15][CH2:16]3)=[N:33]2)[CH:29]=[CH:28][C:25]=1[C:26]#[N:27]. The catalyst class is: 8.